This data is from Reaction yield outcomes from USPTO patents with 853,638 reactions. The task is: Predict the reaction yield, written as a fraction of the theoretical maximum amount of product (1.0 means a 100% yield; for example, 0.34 means a 34% yield). (1) The reactants are [CH3:1][C:2]1([C:7]2[CH:12]=[CH:11][CH:10]=[CH:9][CH:8]=2)[O:6]CCO1.S([O-])(O[CH2:17][CH2:18]CCCCCCCCCC)(=O)=O.[Na+].O.[C:32]1(C)C=CC(S(O)(=O)=O)=CC=1.C([Mg]Br)C=C. The catalyst is O.C(OCC)C. The product is [C:7]1([C:2]([OH:6])([CH2:1][CH:17]=[CH2:18])[CH3:32])[CH:8]=[CH:9][CH:10]=[CH:11][CH:12]=1. The yield is 0.790. (2) The catalyst is ClCCl. The yield is 0.500. The reactants are [F:1][C:2]([F:22])([F:21])[C:3]1[C:11]2[CH2:10][CH2:9][CH2:8][CH2:7][C:6]=2[N:5]([C:12]2[CH:20]=[CH:19][C:15]([C:16]([OH:18])=O)=[CH:14][CH:13]=2)[N:4]=1.C(N1C=CN=C1)(N1C=CN=C1)=O.[NH:35]1[CH2:39][CH2:38][CH2:37][CH2:36]1. The product is [N:35]1([C:16]([C:15]2[CH:19]=[CH:20][C:12]([N:5]3[C:6]4[CH2:7][CH2:8][CH2:9][CH2:10][C:11]=4[C:3]([C:2]([F:21])([F:22])[F:1])=[N:4]3)=[CH:13][CH:14]=2)=[O:18])[CH2:39][CH2:38][CH2:37][CH2:36]1. (3) The reactants are [C:1]([O:5][C:6]([N:8]([C:25]1[C:30]([CH3:31])=[CH:29][N:28]=[C:27](Cl)[N:26]=1)[C:9]1[CH:10]=[C:11]2[C:15](=[CH:16][CH:17]=1)[N:14]([C:18]([O:20][C:21]([CH3:24])([CH3:23])[CH3:22])=[O:19])[N:13]=[CH:12]2)=[O:7])([CH3:4])([CH3:3])[CH3:2].[CH:33]1([NH:36][C:37](=[O:55])[CH2:38][O:39][C:40]2[CH:45]=[CH:44][CH:43]=[C:42](B3OC(C)(C)C(C)(C)O3)[CH:41]=2)[CH2:35][CH2:34]1.[F-].[Cs+]. The catalyst is O1CCOCC1.O.C1C=CC([P]([Pd]([P](C2C=CC=CC=2)(C2C=CC=CC=2)C2C=CC=CC=2)([P](C2C=CC=CC=2)(C2C=CC=CC=2)C2C=CC=CC=2)[P](C2C=CC=CC=2)(C2C=CC=CC=2)C2C=CC=CC=2)(C2C=CC=CC=2)C2C=CC=CC=2)=CC=1. The product is [C:1]([O:5][C:6]([N:8]([C:25]1[C:30]([CH3:31])=[CH:29][N:28]=[C:27]([C:42]2[CH:43]=[CH:44][CH:45]=[C:40]([O:39][CH2:38][C:37]([NH:36][CH:33]3[CH2:35][CH2:34]3)=[O:55])[CH:41]=2)[N:26]=1)[C:9]1[CH:10]=[C:11]2[C:15](=[CH:16][CH:17]=1)[N:14]([C:18]([O:20][C:21]([CH3:24])([CH3:23])[CH3:22])=[O:19])[N:13]=[CH:12]2)=[O:7])([CH3:4])([CH3:3])[CH3:2]. The yield is 0.620. (4) The reactants are [Br:1][C:2]1[CH:3]=[N:4][C:5](Cl)=[N:6][CH:7]=1.[N:9]1([C:15]([O:17][C:18]([CH3:21])([CH3:20])[CH3:19])=[O:16])[CH2:14][CH2:13][NH:12][CH2:11][CH2:10]1. The catalyst is O1CCOCC1.O.C(OCC)(=O)C. The product is [Br:1][C:2]1[CH:3]=[N:4][C:5]([N:12]2[CH2:11][CH2:10][N:9]([C:15]([O:17][C:18]([CH3:21])([CH3:20])[CH3:19])=[O:16])[CH2:14][CH2:13]2)=[N:6][CH:7]=1. The yield is 0.580. (5) The reactants are C[O:2][C:3](=[O:30])[C:4]1[CH:9]=[CH:8][CH:7]=[C:6]([CH2:10][N:11]2[C:16](=[O:17])[CH:15]=[CH:14][C:13]([O:18][CH2:19][CH2:20][CH2:21][NH:22][C:23]([O:25][C:26]([CH3:29])([CH3:28])[CH3:27])=[O:24])=[N:12]2)[CH:5]=1.O.[OH-].[Li+:33]. The catalyst is C1COCC1.O. The product is [Li+:33].[C:26]([O:25][C:23]([NH:22][CH2:21][CH2:20][CH2:19][O:18][C:13]1[CH:14]=[CH:15][C:16](=[O:17])[N:11]([CH2:10][C:6]2[CH:5]=[C:4]([CH:9]=[CH:8][CH:7]=2)[C:3]([O-:30])=[O:2])[N:12]=1)=[O:24])([CH3:29])([CH3:27])[CH3:28]. The yield is 1.03. (6) The reactants are C(O[C:4](=[O:22])[C:5](=[CH:11][NH:12][C:13]1[CH:18]=[CH:17][CH:16]=[C:15]([CH2:19][CH2:20][CH3:21])[N:14]=1)[C:6]([O:8][CH2:9][CH3:10])=[O:7])C. The catalyst is C1(OC2C=CC=CC=2)C=CC=CC=1. The product is [CH2:9]([O:8][C:6]([C:5]1[C:4](=[O:22])[C:18]2[C:13](=[N:14][C:15]([CH2:19][CH2:20][CH3:21])=[CH:16][CH:17]=2)[NH:12][CH:11]=1)=[O:7])[CH3:10]. The yield is 0.810. (7) The reactants are I.[Cl:2][C:3]1[N:4]=[CH:5][N:6]([C:8]2[CH:13]=[CH:12][C:11]([NH:14][C:15](SC)=[NH:16])=[CH:10][C:9]=2[O:19][CH3:20])[CH:7]=1.[Cl:21][CH2:22][CH2:23][CH2:24][CH2:25][CH:26]([C:30]1[CH:35]=[CH:34][C:33]([Cl:36])=[CH:32][CH:31]=1)[C:27](O)=O.[NH2:37][NH2:38]. No catalyst specified. The product is [Cl:21][CH2:22][CH2:23][CH2:24][CH2:25][CH:26]([C:27]1[NH:38][N:37]=[C:15]([NH:14][C:11]2[CH:12]=[CH:13][C:8]([N:6]3[CH:7]=[C:3]([Cl:2])[N:4]=[CH:5]3)=[C:9]([O:19][CH3:20])[CH:10]=2)[N:16]=1)[C:30]1[CH:35]=[CH:34][C:33]([Cl:36])=[CH:32][CH:31]=1. The yield is 0.210. (8) The reactants are I([O-])(=O)(=O)=O.[Na+].[CH2:7]([C:10]1[C:11]([Cl:26])=[N:12][C:13]([CH3:25])=[N:14][C:15]=1[NH:16][C:17]1[CH:22]=[CH:21][C:20]([Cl:23])=[CH:19][C:18]=1[Cl:24])[CH:8]=C.CC(C)=O.O. The catalyst is C(O)(C)(C)C.O.S([O-])([O-])(=O)=S.[Na+].[Na+].[Os](=O)(=O)(=O)=O. The product is [Cl:26][C:11]1[N:12]=[C:13]([CH3:25])[N:14]=[C:15]2[C:10]=1[CH:7]=[CH:8][N:16]2[C:17]1[CH:22]=[CH:21][C:20]([Cl:23])=[CH:19][C:18]=1[Cl:24]. The yield is 0.500.